Predict the reactants needed to synthesize the given product. From a dataset of Full USPTO retrosynthesis dataset with 1.9M reactions from patents (1976-2016). (1) Given the product [CH:1]([O:4][C:5]([N:7]1[CH2:20][CH2:19][C:18]2[CH:17]=[C:16]3[C:11]([O:12][CH:13]([C:25]4[CH:26]=[CH:27][C:28]([O:31][CH2:32][C:33]5[CH:38]=[CH:37][C:36]([Cl:39])=[C:35]([Cl:40])[CH:34]=5)=[CH:29][CH:30]=4)[C:14](=[O:24])[NH:15]3)=[CH:10][C:9]=2[CH2:8]1)=[O:6])([CH3:3])[CH3:2], predict the reactants needed to synthesize it. The reactants are: [CH:1]([O:4][C:5]([N:7]1[CH:20](C(O)=O)[CH2:19][C:18]2[CH:17]=[C:16]3[C:11]([O:12][C@@H:13]([C:25]4[CH:30]=[CH:29][C:28]([O:31][CH2:32][C:33]5[CH:38]=[CH:37][C:36]([Cl:39])=[C:35]([Cl:40])[CH:34]=5)=[CH:27][CH:26]=4)[C:14](=[O:24])[NH:15]3)=[CH:10][C:9]=2[CH2:8]1)=[O:6])([CH3:3])[CH3:2].Cl.COC(=O)[C@@H](N)CC1C=CC(C2C=CC=CC=2)=CC=1. (2) Given the product [Cl:1][C:2]1[CH:3]=[C:4]2[C:14](=[CH:15][CH:16]=1)[C:8]1([CH2:9][CH2:10][O:11][CH2:12][CH2:13]1)[C:7](=[O:17])[C:6]([C:18]([NH:20][C@H:21]([C:23]([OH:25])=[O:24])[CH3:22])=[O:19])=[C:5]2[OH:30], predict the reactants needed to synthesize it. The reactants are: [Cl:1][C:2]1[CH:3]=[C:4]2[C:14](=[CH:15][CH:16]=1)[C:8]1([CH2:13][CH2:12][O:11][CH2:10][CH2:9]1)[C:7](=[O:17])[C:6]([C:18]([NH:20][C@H:21]([C:23]([O:25]C(C)(C)C)=[O:24])[CH3:22])=[O:19])=[C:5]2[OH:30]. (3) Given the product [OH:20][C@H:17]([C:21]1[CH:33]=[CH:32][C:24]([C:25]([O:27][C:28]([CH3:30])([CH3:29])[CH3:31])=[O:26])=[CH:23][CH:22]=1)[CH2:18][CH3:19], predict the reactants needed to synthesize it. The reactants are: C(C1C=CC(C(OC(C)(C)C)=O)=CC=1)(=O)C.[C:17]([C:21]1[CH:33]=[CH:32][C:24]([C:25]([O:27][C:28]([CH3:31])([CH3:30])[CH3:29])=[O:26])=[CH:23][CH:22]=1)(=[O:20])[CH2:18][CH3:19]. (4) Given the product [Si:11]([O:10][CH2:9][CH2:8][C:5]1[CH:6]=[CH:7][C:2]([C:24]([O:26][CH:27]([CH3:29])[CH3:28])=[O:25])=[CH:3][CH:4]=1)([C:14]([CH3:17])([CH3:16])[CH3:15])([CH3:13])[CH3:12], predict the reactants needed to synthesize it. The reactants are: Br[C:2]1[CH:7]=[CH:6][C:5]([CH2:8][CH2:9][O:10][Si:11]([C:14]([CH3:17])([CH3:16])[CH3:15])([CH3:13])[CH3:12])=[CH:4][CH:3]=1.C([Li])CCC.Cl[C:24]([O:26][CH:27]([CH3:29])[CH3:28])=[O:25]. (5) Given the product [CH3:1][C:2]1[CH:3]=[N:4][N:5]([C:7]2[CH:12]=[CH:11][N:10]=[CH:9][C:8]=2[N:13]2[CH2:18][CH2:17][CH:16]([C:19]([N:51]3[CH2:58][CH2:57][CH2:56][C@@H:52]3[C:53]([NH2:55])=[O:54])=[O:20])[CH2:15][CH2:14]2)[CH:6]=1, predict the reactants needed to synthesize it. The reactants are: [CH3:1][C:2]1[CH:3]=[N:4][N:5]([C:7]2[CH:12]=[CH:11][N:10]=[CH:9][C:8]=2[N:13]2[CH2:18][CH2:17][CH:16]([C:19](O)=[O:20])[CH2:15][CH2:14]2)[CH:6]=1.CN(C=O)C.CN(C(ON1N=NC2C=CC=NC1=2)=[N+](C)C)C.F[P-](F)(F)(F)(F)F.[NH:51]1[CH2:58][CH2:57][CH2:56][C@@H:52]1[C:53]([NH2:55])=[O:54]. (6) Given the product [NH2:15][C:14]1[C:10]([C:8]2[NH:9][C:5]3[CH:4]=[C:3]([NH:25][CH2:26][CH2:27][N:28]([CH3:29])[CH3:30])[C:2]([F:1])=[CH:24][C:6]=3[N:7]=2)=[N:11][N:12]([CH:18]2[CH2:23][CH2:22][CH2:21][CH2:20][O:19]2)[CH:13]=1, predict the reactants needed to synthesize it. The reactants are: [F:1][C:2]1[C:3]([NH:25][CH2:26][CH2:27][N:28]([CH3:30])[CH3:29])=[CH:4][C:5]2[NH:9][C:8]([C:10]3[C:14]([N+:15]([O-])=O)=[CH:13][N:12]([CH:18]4[CH2:23][CH2:22][CH2:21][CH2:20][O:19]4)[N:11]=3)=[N:7][C:6]=2[CH:24]=1.[H][H]. (7) Given the product [CH3:12][C:11]1([CH3:13])[C:8]([CH3:9])([CH3:10])[O:7][B:6]([C:4]2[CH:3]=[N:2][N:1]([CH2:26][C:27]([F:30])([F:29])[F:28])[CH:5]=2)[O:14]1, predict the reactants needed to synthesize it. The reactants are: [NH:1]1[CH:5]=[C:4]([B:6]2[O:14][C:11]([CH3:13])([CH3:12])[C:8]([CH3:10])([CH3:9])[O:7]2)[CH:3]=[N:2]1.C(=O)([O-])[O-].[Cs+].[Cs+].CS(O[CH2:26][C:27]([F:30])([F:29])[F:28])(=O)=O. (8) Given the product [CH3:11][O:12][C:13](=[O:22])[C:14]1[CH:19]=[C:18]([S:24]([CH3:23])(=[O:26])=[O:25])[CH:17]=[C:16]([Cl:21])[CH:15]=1, predict the reactants needed to synthesize it. The reactants are: N1CCC[C@H]1C(O)=O.[OH-].[Na+].[CH3:11][O:12][C:13](=[O:22])[C:14]1[CH:19]=[C:18](I)[CH:17]=[C:16]([Cl:21])[CH:15]=1.[CH3:23][S:24]([O-:26])=[O:25].[Na+].C(=O)(O)[O-].[Na+].